The task is: Regression. Given a peptide amino acid sequence and an MHC pseudo amino acid sequence, predict their binding affinity value. This is MHC class II binding data.. This data is from Peptide-MHC class II binding affinity with 134,281 pairs from IEDB. (1) The peptide sequence is GELQIVDKIDAAFDI. The MHC is DRB3_0101 with pseudo-sequence DRB3_0101. The binding affinity (normalized) is 0.606. (2) The peptide sequence is FKLLQNSQVYSLIRP. The MHC is DRB4_0101 with pseudo-sequence DRB4_0103. The binding affinity (normalized) is 0.154. (3) The peptide sequence is KAFKSLKDLWDYMLN. The MHC is DRB1_0101 with pseudo-sequence DRB1_0101. The binding affinity (normalized) is 0.535. (4) The peptide sequence is AFKVAATAANKAPAN. The MHC is DRB1_0701 with pseudo-sequence DRB1_0701. The binding affinity (normalized) is 0.676.